Dataset: NCI-60 drug combinations with 297,098 pairs across 59 cell lines. Task: Regression. Given two drug SMILES strings and cell line genomic features, predict the synergy score measuring deviation from expected non-interaction effect. (1) Drug 1: CS(=O)(=O)C1=CC(=C(C=C1)C(=O)NC2=CC(=C(C=C2)Cl)C3=CC=CC=N3)Cl. Drug 2: CCC1(CC2CC(C3=C(CCN(C2)C1)C4=CC=CC=C4N3)(C5=C(C=C6C(=C5)C78CCN9C7C(C=CC9)(C(C(C8N6C)(C(=O)OC)O)OC(=O)C)CC)OC)C(=O)OC)O.OS(=O)(=O)O. Cell line: CAKI-1. Synergy scores: CSS=56.8, Synergy_ZIP=11.7, Synergy_Bliss=9.53, Synergy_Loewe=-63.0, Synergy_HSA=10.7. (2) Drug 1: COC1=C(C=C2C(=C1)N=CN=C2NC3=CC(=C(C=C3)F)Cl)OCCCN4CCOCC4. Drug 2: CC1C(C(CC(O1)OC2CC(CC3=C2C(=C4C(=C3O)C(=O)C5=C(C4=O)C(=CC=C5)OC)O)(C(=O)C)O)N)O.Cl. Cell line: EKVX. Synergy scores: CSS=59.2, Synergy_ZIP=12.8, Synergy_Bliss=14.8, Synergy_Loewe=16.4, Synergy_HSA=17.1.